This data is from Forward reaction prediction with 1.9M reactions from USPTO patents (1976-2016). The task is: Predict the product of the given reaction. (1) Given the reactants [I-].C[S+](C)(C)=O.[CH3:7]C(C)([O-])C.[K+].[Br:13][C:14]1[CH:15]=[N:16][CH:17]=[C:18]([CH:20]2[CH2:22][O:21]2)[CH:19]=1, predict the reaction product. The product is: [Br:13][C:14]1[CH:15]=[N:16][CH:17]=[C:18]([CH:20]2[CH2:22][CH2:7][O:21]2)[CH:19]=1. (2) Given the reactants [Cl:1][C:2]1[CH:3]=[C:4]([CH2:8][CH2:9][NH2:10])[CH:5]=[N:6][CH:7]=1.[C:11](O[C:11]([O:13][C:14]([CH3:17])([CH3:16])[CH3:15])=[O:12])([O:13][C:14]([CH3:17])([CH3:16])[CH3:15])=[O:12], predict the reaction product. The product is: [C:14]([O:13][C:11](=[O:12])[NH:10][CH2:9][CH2:8][C:4]1[CH:5]=[N:6][CH:7]=[C:2]([Cl:1])[CH:3]=1)([CH3:17])([CH3:16])[CH3:15]. (3) Given the reactants [Br-].[C:2]([C:6]1[CH:11]=[CH:10][C:9]([S+:12]2[C:16]3[CH:17]=[CH:18][CH:19]=[CH:20][C:15]=3[C:14]3[CH:21]=[CH:22][CH:23]=[CH:24][C:13]2=3)=[CH:8][CH:7]=1)([CH3:5])([CH3:4])[CH3:3].[CH2:25]1[CH2:30][CH2:29][CH:28]([NH:31][S:32]([OH:35])(=[O:34])=[O:33])[CH2:27][CH2:26]1, predict the reaction product. The product is: [CH:28]1([NH:31][S:32](=[O:33])(=[O:34])[O-:35])[CH2:27][CH2:26][CH2:25][CH2:30][CH2:29]1.[C:2]([C:6]1[CH:11]=[CH:10][C:9]([S+:12]2[C:13]3[CH:24]=[CH:23][CH:22]=[CH:21][C:14]=3[C:15]3[CH:20]=[CH:19][CH:18]=[CH:17][C:16]2=3)=[CH:8][CH:7]=1)([CH3:5])([CH3:3])[CH3:4]. (4) Given the reactants [Cl:1][C:2]1[CH:3]=[C:4]([CH:7]=[CH:8][CH:9]=1)[CH:5]=O.[CH3:10][NH2:11], predict the reaction product. The product is: [Cl:1][C:2]1[CH:3]=[C:4](/[CH:5]=[N:11]/[CH3:10])[CH:7]=[CH:8][CH:9]=1. (5) Given the reactants [F:1][C:2]1[CH:3]=[C:4]([CH:9]=[C:10]([F:12])[CH:11]=1)[O:5][CH2:6][CH2:7][OH:8].[CH3:13][S:14](Cl)(=[O:16])=[O:15], predict the reaction product. The product is: [F:1][C:2]1[CH:3]=[C:4]([CH:9]=[C:10]([F:12])[CH:11]=1)[O:5][CH2:6][CH2:7][O:8][S:14]([CH3:13])(=[O:16])=[O:15]. (6) Given the reactants C([O:8][C:9]1[CH:10]=[CH:11][C:12]([C@@H:20]([O:58][Si:59]([C:62]([CH3:65])([CH3:64])[CH3:63])([CH3:61])[CH3:60])[CH2:21][NH:22][CH2:23][CH2:24][CH2:25][CH2:26][CH2:27][CH2:28][CH2:29][CH2:30][CH2:31][N:32]2[CH2:37][CH2:36][CH:35]([CH2:38][N:39]3[CH:43]=[N:42][C:41]([C@:44]([CH:52]4[CH2:57][CH2:56][CH2:55][CH2:54][CH2:53]4)([OH:51])[C:45]4[CH:50]=[CH:49][CH:48]=[CH:47][CH:46]=4)=[N:40]3)[CH2:34][CH2:33]2)=[C:13]2[C:18]=1[NH:17][C:16](=[O:19])[CH:15]=[CH:14]2)C1C=CC=CC=1.C([O-])=O.[NH4+], predict the reaction product. The product is: [NH3:17].[Si:59]([O:58][C@H:20]([C:12]1[CH:11]=[CH:10][C:9]([OH:8])=[C:18]2[C:13]=1[CH:14]=[CH:15][C:16](=[O:19])[NH:17]2)[CH2:21][NH:22][CH2:23][CH2:24][CH2:25][CH2:26][CH2:27][CH2:28][CH2:29][CH2:30][CH2:31][N:32]1[CH2:37][CH2:36][CH:35]([CH2:38][N:39]2[CH:43]=[N:42][C:41]([C@:44]([CH:52]3[CH2:53][CH2:54][CH2:55][CH2:56][CH2:57]3)([OH:51])[C:45]3[CH:50]=[CH:49][CH:48]=[CH:47][CH:46]=3)=[N:40]2)[CH2:34][CH2:33]1)([C:62]([CH3:64])([CH3:65])[CH3:63])([CH3:61])[CH3:60]. (7) Given the reactants [CH:1]([N:4](CC)[CH:5](C)C)(C)C.[Cl:10][C:11]1[C:12]([C:21]([NH:23][CH:24]([C:34]2([OH:39])[CH2:38][CH2:37][CH2:36][CH2:35]2)[C:25]2[CH:26]=[C:27]([CH:31]=[CH:32][CH:33]=2)[C:28](O)=[O:29])=[O:22])=[N:13][CH:14]=[CH:15][C:16]=1[C:17]([F:20])([F:19])[F:18].F[P-](F)(F)(F)(F)F.[H+].N1(OC(N(C)C)=[N+](C)C)C2N=CC=CC=2N=N1.CNC.C(=O)([O-])O.[Na+], predict the reaction product. The product is: [Cl:10][C:11]1[C:12]([C:21]([NH:23][CH:24]([C:25]2[CH:33]=[CH:32][CH:31]=[C:27]([C:28](=[O:29])[N:4]([CH3:5])[CH3:1])[CH:26]=2)[C:34]2([OH:39])[CH2:38][CH2:37][CH2:36][CH2:35]2)=[O:22])=[N:13][CH:14]=[CH:15][C:16]=1[C:17]([F:20])([F:18])[F:19].